The task is: Predict which catalyst facilitates the given reaction.. This data is from Catalyst prediction with 721,799 reactions and 888 catalyst types from USPTO. (1) Reactant: [N+:1]([C:4]1[CH:5]=[N:6][CH:7]=[CH:8][C:9]=1[OH:10])([O-:3])=[O:2].[Br:11]Br. Product: [Br:11][C:8]1[CH:7]=[N:6][CH:5]=[C:4]([N+:1]([O-:3])=[O:2])[C:9]=1[OH:10]. The catalyst class is: 6. (2) Reactant: [NH2:1][CH2:2][C:3]1[CH:4]=[CH:5][C:6]([Cl:10])=[C:7]([NH2:9])[CH:8]=1.[C:11](Cl)(=[O:16])[C:12]([CH3:15])([CH3:14])[CH3:13]. Product: [NH2:9][C:7]1[CH:8]=[C:3]([CH:4]=[CH:5][C:6]=1[Cl:10])[CH2:2][NH:1][C:11](=[O:16])[C:12]([CH3:15])([CH3:14])[CH3:13]. The catalyst class is: 1. (3) Reactant: [C:1]([O:5][C:6](=[O:26])[NH:7][CH2:8][CH2:9][NH:10][CH2:11][CH:12]1[CH2:17][CH2:16][N:15]([C:18]2[CH:23]=[CH:22][C:21](=[O:24])[N:20]([CH3:25])[N:19]=2)[CH2:14][CH2:13]1)([CH3:4])([CH3:3])[CH3:2].C(N(CC)CC)C.Br[CH2:35][C:36]([Cl:38])=O.[OH2:39].ClCCl. Product: [C:1]([O:5][C:6](=[O:26])[NH:7][CH2:8][CH2:9][N:10]([C:35](=[O:39])[CH2:36][Cl:38])[CH2:11][CH:12]1[CH2:13][CH2:14][N:15]([C:18]2[CH:23]=[CH:22][C:21](=[O:24])[N:20]([CH3:25])[N:19]=2)[CH2:16][CH2:17]1)([CH3:4])([CH3:3])[CH3:2]. The catalyst class is: 4. (4) Reactant: [F:1][C:2]([F:40])([F:39])[C:3]1[CH:38]=[CH:37][C:6]([CH2:7][N:8]2[CH2:36][CH2:35][C:11]3[NH:12][C:13]4[CH:14]=[CH:15][C:16]([C:19]([NH:21][CH:22]5[CH2:27][CH2:26][N:25](C(OC(C)(C)C)=O)[CH2:24][CH2:23]5)=[O:20])=[CH:17][C:18]=4[C:10]=3[CH2:9]2)=[CH:5][CH:4]=1.C(N(CC)CC)C.[C:48]([C:50]1[CH:55]=[CH:54][C:53]([S:56](Cl)(=[O:58])=[O:57])=[CH:52][CH:51]=1)#[N:49].C(=O)(O)[O-].[Na+]. Product: [C:48]([C:50]1[CH:51]=[CH:52][C:53]([S:56]([N:25]2[CH2:26][CH2:27][CH:22]([NH:21][C:19]([C:16]3[CH:15]=[CH:14][C:13]4[NH:12][C:11]5[CH2:35][CH2:36][N:8]([CH2:7][C:6]6[CH:5]=[CH:4][C:3]([C:2]([F:40])([F:1])[F:39])=[CH:38][CH:37]=6)[CH2:9][C:10]=5[C:18]=4[CH:17]=3)=[O:20])[CH2:23][CH2:24]2)(=[O:58])=[O:57])=[CH:54][CH:55]=1)#[N:49]. The catalyst class is: 157. (5) Reactant: [C:1]([O:5][C:6]([NH:8][C@@:9]1([CH3:24])[CH2:13][CH2:12][N:11](C(OCC2C=CC=CC=2)=O)[CH2:10]1)=[O:7])([CH3:4])([CH3:3])[CH3:2].[H][H]. Product: [CH3:24][C@:9]1([NH:8][C:6](=[O:7])[O:5][C:1]([CH3:4])([CH3:3])[CH3:2])[CH2:13][CH2:12][NH:11][CH2:10]1. The catalyst class is: 29. (6) Reactant: [C:1]([O:5][C:6]([N:8]([CH2:23][CH:24]1[CH2:26][CH2:25]1)[C@@H:9]1[CH2:11][C@H:10]1[C:12]1[CH:13]=[CH:14][C:15]([F:22])=[C:16]([CH:21]=1)[C:17]([O:19]C)=[O:18])=[O:7])([CH3:4])([CH3:3])[CH3:2].[OH-].[Na+]. Product: [C:1]([O:5][C:6]([N:8]([CH2:23][CH:24]1[CH2:25][CH2:26]1)[C@@H:9]1[CH2:11][C@H:10]1[C:12]1[CH:13]=[CH:14][C:15]([F:22])=[C:16]([CH:21]=1)[C:17]([OH:19])=[O:18])=[O:7])([CH3:4])([CH3:2])[CH3:3]. The catalyst class is: 200. (7) Reactant: [CH2:1]([O:8][N:9]1[C:15](=[O:16])[N:14]2[CH2:17][C@H:10]1[CH2:11][CH2:12][C@H:13]2[C:18]([OH:20])=O)[C:2]1[CH:7]=[CH:6][CH:5]=[CH:4][CH:3]=1.[NH2:21][O:22][C@H:23]1[CH2:27][NH:26][C:25](=[O:28])[CH2:24]1.ON1C2C=CC=CC=2N=N1.Cl.C(N=C=NCCCN(C)C)C. Product: [CH2:1]([O:8][N:9]1[C:15](=[O:16])[N:14]2[CH2:17][C@H:10]1[CH2:11][CH2:12][C@H:13]2[C:18]([NH:21][O:22][C@@H:23]1[CH2:24][C:25](=[O:28])[NH:26][CH2:27]1)=[O:20])[C:2]1[CH:3]=[CH:4][CH:5]=[CH:6][CH:7]=1. The catalyst class is: 172.